This data is from Peptide-MHC class II binding affinity with 134,281 pairs from IEDB. The task is: Regression. Given a peptide amino acid sequence and an MHC pseudo amino acid sequence, predict their binding affinity value. This is MHC class II binding data. (1) The peptide sequence is FFHMNIYECKGVTVK. The MHC is HLA-DPA10103-DPB10401 with pseudo-sequence HLA-DPA10103-DPB10401. The binding affinity (normalized) is 0.438. (2) The peptide sequence is YDKFLANVSGVLTGK. The MHC is DRB1_1001 with pseudo-sequence DRB1_1001. The binding affinity (normalized) is 0.745. (3) The peptide sequence is AFKVAATAANAAHAN. The MHC is DRB1_0901 with pseudo-sequence DRB1_0901. The binding affinity (normalized) is 0.659. (4) The peptide sequence is YGFVANFSMELPSFG. The MHC is DRB1_0901 with pseudo-sequence DRB1_0901. The binding affinity (normalized) is 0.763. (5) The binding affinity (normalized) is 0.554. The MHC is DRB3_0202 with pseudo-sequence DRB3_0202. The peptide sequence is GAYETYKFIPSLEAA. (6) The peptide sequence is KDGRKLVVPCRPQDELI. The MHC is DRB1_0404 with pseudo-sequence DRB1_0404. The binding affinity (normalized) is 0.515. (7) The peptide sequence is ESYKFIPALEAAVKQ. The MHC is DRB1_0404 with pseudo-sequence DRB1_0404. The binding affinity (normalized) is 0.897. (8) The peptide sequence is NPGGYVAYSKAATVT. The MHC is DRB1_1302 with pseudo-sequence DRB1_1302. The binding affinity (normalized) is 0.